Dataset: Peptide-MHC class I binding affinity with 185,985 pairs from IEDB/IMGT. Task: Regression. Given a peptide amino acid sequence and an MHC pseudo amino acid sequence, predict their binding affinity value. This is MHC class I binding data. (1) The peptide sequence is APGKSLGTL. The MHC is HLA-B27:05 with pseudo-sequence HLA-B27:05. The binding affinity (normalized) is 0.213. (2) The peptide sequence is AAAKAAAAV. The MHC is HLA-A02:01 with pseudo-sequence HLA-A02:01. The binding affinity (normalized) is 0.448.